Dataset: Full USPTO retrosynthesis dataset with 1.9M reactions from patents (1976-2016). Task: Predict the reactants needed to synthesize the given product. Given the product [Cl:29][C:10]1[CH:9]=[C:14]([C@@H:3]([OH:1])[CH2:4][NH:8][CH2:7][CH2:6][NH:5][C:9]2[CH:10]=[C:11]([C:15]3[O:16][CH:17]=[CH:18][C:19]=3[C:20]([OH:22])=[O:21])[CH:12]=[CH:13][CH:14]=2)[CH:13]=[CH:25][CH:26]=1, predict the reactants needed to synthesize it. The reactants are: [OH-:1].[NH4+].[CH3:3][C:4]1[N:5]([C:9]2[CH:10]=[C:11]([C:15]3[O:16][CH:17]=[CH:18][C:19]=3[C:20]([O:22]CC)=[O:21])[CH:12]=[CH:13][CH:14]=2)[CH2:6][CH2:7][N:8]=1.[C:25]([O-])(=O)[CH3:26].[ClH:29].